From a dataset of Catalyst prediction with 721,799 reactions and 888 catalyst types from USPTO. Predict which catalyst facilitates the given reaction. (1) Reactant: FC(F)(F)C(O)=O.[CH3:8][C:9]([C:12]1[CH:13]=[C:14]([C:23]2[N:24]=[C:25]([CH2:28][N:29](C(OC(C)(C)C)=O)[CH3:30])[S:26][CH:27]=2)[CH:15]=[C:16]([C:19]([CH3:22])([CH3:21])[CH3:20])[C:17]=1[OH:18])([CH3:11])[CH3:10].C([SiH](CC)CC)C. Product: [CH3:11][C:9]([C:12]1[CH:13]=[C:14]([C:23]2[N:24]=[C:25]([CH2:28][NH:29][CH3:30])[S:26][CH:27]=2)[CH:15]=[C:16]([C:19]([CH3:20])([CH3:21])[CH3:22])[C:17]=1[OH:18])([CH3:8])[CH3:10]. The catalyst class is: 4. (2) Reactant: [Li]CCCC.Br[C:7]1[CH:12]=[CH:11][N:10]=[C:9]([CH3:13])[CH:8]=1.[Cl:14][C:15]1[CH:16]=[C:17]([CH:27]=[CH:28][C:29]=1[CH:30]([CH3:33])[CH:31]=[O:32])[O:18][C:19]1[CH:26]=[CH:25][C:22]([C:23]#[N:24])=[CH:21][CH:20]=1.[NH4+].[Cl-]. Product: [Cl:14][C:15]1[CH:16]=[C:17]([CH:27]=[CH:28][C:29]=1[CH:30]([CH3:33])[CH:31]([OH:32])[C:7]1[CH:12]=[CH:11][N:10]=[C:9]([CH3:13])[CH:8]=1)[O:18][C:19]1[CH:26]=[CH:25][C:22]([C:23]#[N:24])=[CH:21][CH:20]=1. The catalyst class is: 323. (3) Reactant: [C:1]([C:3]1[CH:4]=[C:5]([CH:27]=[CH:28][C:29]=1[O:30][CH:31]([CH3:33])[CH3:32])[CH2:6][O:7][C:8]1[CH:16]=[CH:15][C:14]2[N:13]3[CH2:17][CH2:18][CH:19]([CH2:20][C:21]([O:23]CC)=[O:22])[C:12]3=[CH:11][C:10]=2[C:9]=1[CH3:26])#[N:2].[Li+].[OH-].C(O)(=O)CC(CC(O)=O)(C(O)=O)O. Product: [C:1]([C:3]1[CH:4]=[C:5]([CH:27]=[CH:28][C:29]=1[O:30][CH:31]([CH3:33])[CH3:32])[CH2:6][O:7][C:8]1[CH:16]=[CH:15][C:14]2[N:13]3[CH2:17][CH2:18][CH:19]([CH2:20][C:21]([OH:23])=[O:22])[C:12]3=[CH:11][C:10]=2[C:9]=1[CH3:26])#[N:2]. The catalyst class is: 12. (4) Reactant: [Br:1][C:2]1[N:7]=[C:6]([NH:8][C:9]([C@@H:11]2[CH2:15][C@@H:14]([F:16])[CH2:13][N:12]2C(OC(C)(C)C)=O)=[O:10])[CH:5]=[CH:4][CH:3]=1.[ClH:24]. Product: [ClH:24].[Br:1][C:2]1[N:7]=[C:6]([NH:8][C:9]([C@@H:11]2[CH2:15][C@@H:14]([F:16])[CH2:13][NH:12]2)=[O:10])[CH:5]=[CH:4][CH:3]=1. The catalyst class is: 12. (5) Product: [CH3:1][N:2]([CH:10]1[CH2:15][CH2:14][CH2:13][CH2:12][O:11]1)[C:3]1[S:4][C:5]([CH:8]=[O:9])=[CH:6][N:7]=1. The catalyst class is: 703. Reactant: [CH3:1][N:2]([CH:10]1[CH2:15][CH2:14][CH2:13][CH2:12][O:11]1)[C:3]1[S:4][C:5]([CH2:8][OH:9])=[CH:6][N:7]=1.